From a dataset of TCR-epitope binding with 47,182 pairs between 192 epitopes and 23,139 TCRs. Binary Classification. Given a T-cell receptor sequence (or CDR3 region) and an epitope sequence, predict whether binding occurs between them. (1) The epitope is YLDAYNMMI. The TCR CDR3 sequence is CASSKVTQPNTEAFF. Result: 1 (the TCR binds to the epitope). (2) The epitope is FLNRFTTTL. The TCR CDR3 sequence is CASWTGGKPDTQYF. Result: 1 (the TCR binds to the epitope). (3) The epitope is EIYKRWII. The TCR CDR3 sequence is CASSISERESYEQYF. Result: 1 (the TCR binds to the epitope). (4) The epitope is MLNIPSINV. The TCR CDR3 sequence is CASSGLDTQYF. Result: 0 (the TCR does not bind to the epitope). (5) The epitope is LLWNGPMAV. The TCR CDR3 sequence is CASTPLREENNEQFF. Result: 1 (the TCR binds to the epitope). (6) The TCR CDR3 sequence is CASSLDLVRSQETQYF. Result: 1 (the TCR binds to the epitope). The epitope is KLGGALQAK.